Task: Predict the reactants needed to synthesize the given product.. Dataset: Full USPTO retrosynthesis dataset with 1.9M reactions from patents (1976-2016) (1) Given the product [F:1][C:2]1[C:11]([F:12])=[C:10]2[C:5]([C:6]([CH2:14][N:15]([C:16]3[CH:21]=[CH:20][CH:19]=[CH:18][N:17]=3)[C:28]([C:27]3[S:26][CH:25]=[N:24][C:23]=3[CH3:22])=[O:29])=[CH:7][C:8](=[O:13])[NH:9]2)=[CH:4][CH:3]=1, predict the reactants needed to synthesize it. The reactants are: [F:1][C:2]1[C:11]([F:12])=[C:10]2[C:5]([C:6]([CH2:14][NH:15][C:16]3[CH:21]=[CH:20][CH:19]=[CH:18][N:17]=3)=[CH:7][C:8](=[O:13])[NH:9]2)=[CH:4][CH:3]=1.[CH3:22][C:23]1[N:24]=[CH:25][S:26][C:27]=1[C:28](O)=[O:29]. (2) Given the product [ClH:35].[NH2:1][C@@H:2]1[CH2:7][CH2:6][CH2:5][N:4]([C:8]([C:10]2[CH:32]=[C:31]([O:33][CH3:34])[C:13]3[N:14]([CH3:30])[C:15]([C:17]4[N:25]([CH2:26][CH:27]5[CH2:29][CH2:28]5)[C:20]5=[N:21][CH:22]=[CH:23][CH:24]=[C:19]5[CH:18]=4)=[N:16][C:12]=3[CH:11]=2)=[O:9])[CH2:3]1, predict the reactants needed to synthesize it. The reactants are: [NH2:1][C@@H:2]1[CH2:7][CH2:6][CH2:5][N:4]([C:8]([C:10]2[CH:32]=[C:31]([O:33][CH3:34])[C:13]3[N:14]([CH3:30])[C:15]([C:17]4[N:25]([CH2:26][CH:27]5[CH2:29][CH2:28]5)[C:20]5=[N:21][CH:22]=[CH:23][CH:24]=[C:19]5[CH:18]=4)=[N:16][C:12]=3[CH:11]=2)=[O:9])[CH2:3]1.[ClH:35]. (3) Given the product [F:1][C:2]1[CH:3]=[CH:4][C:5]([CH2:8][CH2:12][CH2:16][OH:17])=[CH:6][CH:7]=1, predict the reactants needed to synthesize it. The reactants are: [F:1][C:2]1[CH:7]=[CH:6][C:5]([CH:8]([CH3:12])C(O)=O)=[CH:4][CH:3]=1.B.C1C[O:17][CH2:16]C1. (4) Given the product [C:20]12([CH2:30][NH:31][C:8]([C:6]3[CH:5]=[CH:4][CH:3]=[C:2]([NH2:1])[N:7]=3)=[O:10])[CH2:27][CH:26]3[CH2:25][CH:24]([CH2:23][CH:22]([CH2:28]3)[CH2:21]1)[CH2:29]2, predict the reactants needed to synthesize it. The reactants are: [NH2:1][C:2]1[N:7]=[C:6]([C:8]([OH:10])=O)[CH:5]=[CH:4][CH:3]=1.CCN(C(C)C)C(C)C.[C:20]12([CH2:30][NH2:31])[CH2:29][CH:24]3[CH2:25][CH:26]([CH2:28][CH:22]([CH2:23]3)[CH2:21]1)[CH2:27]2.F[P-](F)(F)(F)(F)F.N1(O[P+](N(C)C)(N(C)C)N(C)C)C2C=CC=CC=2N=N1. (5) Given the product [N:22]1([C:28]2[N:29]=[C:30]([CH2:35][C:36]([NH:21][C:16]3[CH:17]=[CH:18][CH:19]=[CH:20][C:15]=3[O:14][CH2:13][C:9]3[CH:8]=[N:7][CH:12]=[CH:11][CH:10]=3)=[O:37])[NH:31][C:32](=[O:34])[CH:33]=2)[CH2:23][CH2:24][O:25][CH2:26][CH2:27]1, predict the reactants needed to synthesize it. The reactants are: N1C=CC=CC=1.[N:7]1[CH:12]=[CH:11][CH:10]=[C:9]([CH2:13][O:14][C:15]2[CH:20]=[CH:19][CH:18]=[CH:17][C:16]=2[NH2:21])[CH:8]=1.[N:22]1([C:28]2[N:29]=[C:30]([CH2:35][C:36]([O-])=[O:37])[NH:31][C:32](=[O:34])[CH:33]=2)[CH2:27][CH2:26][O:25][CH2:24][CH2:23]1.[Na+].